The task is: Predict the reactants needed to synthesize the given product.. This data is from Full USPTO retrosynthesis dataset with 1.9M reactions from patents (1976-2016). (1) Given the product [Cl:14][C:15]1[N:20]=[C:19]([NH:4][CH:1]([CH3:3])[CH3:2])[C:18]([N+:22]([O-:24])=[O:23])=[C:17]([CH3:25])[N:16]=1, predict the reactants needed to synthesize it. The reactants are: [CH:1]([NH2:4])([CH3:3])[CH3:2].C(N(CC)C(C)C)(C)C.[Cl:14][C:15]1[N:20]=[C:19](Cl)[C:18]([N+:22]([O-:24])=[O:23])=[C:17]([CH3:25])[N:16]=1. (2) Given the product [ClH:34].[O:1]1[C:10]2[C:5](=[N:6][CH:7]=[C:8]([CH2:11][NH:12][CH:13]3[CH2:18][CH2:17][N:16]([CH2:19][CH2:20][N:21]4[C:30]5[C:25](=[N:26][CH:27]=[C:28]([O:31][CH3:32])[CH:29]=5)[CH:24]=[CH:23][C:22]4=[O:33])[CH2:15][CH2:14]3)[CH:9]=2)[O:4][CH2:3][CH2:2]1, predict the reactants needed to synthesize it. The reactants are: [O:1]1[C:10]2[C:5](=[N:6][CH:7]=[C:8]([CH2:11][NH:12][CH:13]3[CH2:18][CH2:17][N:16]([CH2:19][CH2:20][N:21]4[C:30]5[C:25](=[N:26][CH:27]=[C:28]([O:31][CH3:32])[CH:29]=5)[CH:24]=[CH:23][C:22]4=[O:33])[CH2:15][CH2:14]3)[CH:9]=2)[O:4][CH2:3][CH2:2]1.[ClH:34].C(OCC)(=O)C.